This data is from Full USPTO retrosynthesis dataset with 1.9M reactions from patents (1976-2016). The task is: Predict the reactants needed to synthesize the given product. (1) The reactants are: [C:1]([C:3]1[C:21]([C:22]2[C:30]3[C:25](=[N:26][CH:27]=[C:28]([F:31])[CH:29]=3)[NH:24][CH:23]=2)=[CH:20][C:6]([NH:7][CH:8]2[CH:13]3[CH2:14][CH2:15][CH:10]([CH2:11][CH2:12]3)[CH:9]2[C:16]([O:18]C)=[O:17])=[C:5]([F:32])[CH:4]=1)#[N:2].[OH-].[Na+]. Given the product [C:1]([C:3]1[C:21]([C:22]2[C:30]3[C:25](=[N:26][CH:27]=[C:28]([F:31])[CH:29]=3)[NH:24][CH:23]=2)=[CH:20][C:6]([NH:7][CH:8]2[CH:13]3[CH2:12][CH2:11][CH:10]([CH2:15][CH2:14]3)[CH:9]2[C:16]([OH:18])=[O:17])=[C:5]([F:32])[CH:4]=1)#[N:2], predict the reactants needed to synthesize it. (2) Given the product [Br:1][C:2]1[S:3][CH:4]=[C:5]([C:7]([OH:9])=[O:8])[N:6]=1, predict the reactants needed to synthesize it. The reactants are: [Br:1][C:2]1[S:3][CH:4]=[C:5]([C:7]([O:9]CC)=[O:8])[N:6]=1.[Li+].[OH-]. (3) Given the product [F:1][C:2]1[CH:3]=[CH:4][C:5]([O:15][CH2:16][C:17]2[CH:22]=[CH:21][C:20]([F:23])=[CH:19][CH:18]=2)=[C:6]([C:8]2[N:24]([C:25]3[CH:26]=[C:27]([CH:31]=[CH:32][C:33]=3[F:34])[C:28]([OH:30])=[O:29])[C:11]([CH3:12])=[CH:10][CH:9]=2)[CH:7]=1, predict the reactants needed to synthesize it. The reactants are: [F:1][C:2]1[CH:3]=[CH:4][C:5]([O:15][CH2:16][C:17]2[CH:22]=[CH:21][C:20]([F:23])=[CH:19][CH:18]=2)=[C:6]([C:8](=O)[CH2:9][CH2:10][C:11](=O)[CH3:12])[CH:7]=1.[NH2:24][C:25]1[CH:26]=[C:27]([CH:31]=[CH:32][C:33]=1[F:34])[C:28]([OH:30])=[O:29].CC1C=CC(S(O)(=O)=O)=CC=1.Cl.